Dataset: Tyrosyl-DNA phosphodiesterase HTS with 341,365 compounds. Task: Binary Classification. Given a drug SMILES string, predict its activity (active/inactive) in a high-throughput screening assay against a specified biological target. (1) The molecule is Brc1cc(NC(=S)N2C(c3n(CC2)ccc3)c2c(F)cccc2)ccc1. The result is 0 (inactive). (2) The compound is Clc1cc(NC(=O)Cn2c3c(oc(c3)C)cc2C(OC)=O)c(OC)cc1. The result is 0 (inactive). (3) The molecule is S(O)(=O)(=O)C1CCNCC1. The result is 0 (inactive). (4) The molecule is Clc1cc(ccc1Cl)/C=N\NC(=O)c1cc2[nH]cnc2cc1. The result is 0 (inactive). (5) The compound is S1C(N2CCCCC2)=NC(=O)C1CC(=O)Nc1ccc(cc1)C(=O)NCc1ccc(OC)cc1. The result is 0 (inactive). (6) The molecule is O(CC(=O)N(c1ccccc1)C)C(=O)c1cc(c([N+]([O-])=O)cc1)C. The result is 0 (inactive). (7) The compound is Clc1c(N2CCN(CC2)C(=O)NCc2c(OC)cccc2)cccc1. The result is 0 (inactive). (8) The drug is O=c1n(c2c(c(n1)c1ccccc1)cccc2)CC(=O)NCCc1ccccc1. The result is 0 (inactive). (9) The compound is O(C(=O)C1CCCN(C1)Cc1nc(nc(n1)N)Nc1ccc(cc1)C)CC. The result is 0 (inactive). (10) The compound is Clc1c(CS(=O)Cc2oc(C(=O)NC3CCCC3)cc2)cccc1. The result is 0 (inactive).